From a dataset of Peptide-MHC class I binding affinity with 185,985 pairs from IEDB/IMGT. Regression. Given a peptide amino acid sequence and an MHC pseudo amino acid sequence, predict their binding affinity value. This is MHC class I binding data. (1) The peptide sequence is ILCGLILFFV. The MHC is H-2-Kb with pseudo-sequence H-2-Kb. The binding affinity (normalized) is 0. (2) The peptide sequence is RHYKRWPFY. The MHC is HLA-A31:01 with pseudo-sequence HLA-A31:01. The binding affinity (normalized) is 0.0847. (3) The binding affinity (normalized) is 0.0847. The MHC is HLA-B15:01 with pseudo-sequence HLA-B15:01. The peptide sequence is CEALLADGL.